This data is from Full USPTO retrosynthesis dataset with 1.9M reactions from patents (1976-2016). The task is: Predict the reactants needed to synthesize the given product. (1) Given the product [CH2:15]([N:13]1[C:12](=[O:19])[C:11]([C:20]([O:22][CH3:23])=[O:21])=[CH:10][C:9]([C:4]2[CH:3]=[CH:2][CH:7]=[CH:6][CH:5]=2)=[N:14]1)[CH:16]([CH3:18])[CH3:17], predict the reactants needed to synthesize it. The reactants are: F[C:2]1[CH:3]=[C:4]([C:9]2[CH:10]=[C:11]([C:20]([O:22][CH3:23])=[O:21])[C:12](=[O:19])[N:13]([CH2:15][CH:16]([CH3:18])[CH3:17])[N:14]=2)[CH:5]=[CH:6][C:7]=1C.COC(C1C(=O)NN=C(C2C=CC=CC=2)C=1)=O. (2) Given the product [Cl:1][C:2]1[CH:11]=[C:10]2[C:5]([C:6]([N:12]([C:31](=[O:32])[CH2:24][CH2:25][N:26]([CH2:29][CH3:30])[CH2:27][CH3:28])[CH2:13][CH2:14][CH2:15][CH2:16][CH2:17][CH2:18][NH2:19])=[CH:7][CH:8]=[N:9]2)=[CH:4][CH:3]=1, predict the reactants needed to synthesize it. The reactants are: [Cl:1][C:2]1[CH:11]=[C:10]2[C:5]([C:6]([NH:12][CH2:13][CH2:14][CH2:15][CH2:16][CH2:17][CH2:18][NH2:19])=[CH:7][CH:8]=[N:9]2)=[CH:4][CH:3]=1.C(Cl)CCl.[CH3:24][CH2:25][N:26]([CH2:29][CH3:30])[CH2:27][CH3:28].[C:31]([O-])(O)=[O:32].[Na+]. (3) Given the product [S:1]1[CH:5]=[CH:4][N:3]=[C:2]1[CH2:6][O:7][S:11]([CH3:10])(=[O:13])=[O:12], predict the reactants needed to synthesize it. The reactants are: [S:1]1[CH:5]=[CH:4][N:3]=[C:2]1[CH:6]=[O:7].[BH4-].[Na+].[CH3:10][S:11](Cl)(=[O:13])=[O:12]. (4) Given the product [Br:1][C:2]1[C:3]2[O:11][CH:23]([CH2:22][OH:25])[CH2:24][C:4]=2[CH:5]=[C:6]([CH:8]([CH3:9])[CH3:10])[CH:7]=1, predict the reactants needed to synthesize it. The reactants are: [Br:1][C:2]1[CH:7]=[C:6]([CH:8]([CH3:10])[CH3:9])[CH:5]=[CH:4][C:3]=1[OH:11].C(=O)([O-])[O-].[K+].[K+].C(Br)C=C.[CH2:22]([O:25]CC=C)[CH:23]=[CH2:24].C(C1C=C(C(C)C)C=C(Br)C=1O)C=C.ClC1C=C(C=CC=1)C(OO)=O. (5) Given the product [CH3:1][O:2][C:3](=[O:14])[CH:4]([C:6]1[CH:11]=[CH:10][C:9]([Cl:12])=[CH:8][C:7]=1[Cl:13])[CH2:5][N:15]1[CH2:19][CH2:18][CH2:17][CH2:16]1, predict the reactants needed to synthesize it. The reactants are: [CH3:1][O:2][C:3](=[O:14])[C:4]([C:6]1[CH:11]=[CH:10][C:9]([Cl:12])=[CH:8][C:7]=1[Cl:13])=[CH2:5].[NH:15]1[CH2:19][CH2:18][CH2:17][CH2:16]1. (6) Given the product [CH2:1]([O:3][C:4](=[O:31])[CH2:5][O:6][C:7]1[CH:12]=[CH:11][C:10]([S:13][CH2:14][C:15]2[CH:20]=[C:19]([OH:21])[CH:18]=[C:17]([Br:29])[CH:16]=2)=[CH:9][C:8]=1[CH3:30])[CH3:2], predict the reactants needed to synthesize it. The reactants are: [CH2:1]([O:3][C:4](=[O:31])[CH2:5][O:6][C:7]1[CH:12]=[CH:11][C:10]([S:13][CH2:14][C:15]2[CH:20]=[C:19]([O:21][Si](C(C)(C)C)(C)C)[CH:18]=[C:17]([Br:29])[CH:16]=2)=[CH:9][C:8]=1[CH3:30])[CH3:2].[F-].C([N+](CCCC)(CCCC)CCCC)CCC.C(=O)([O-])[O-].[Na+].[Na+].O. (7) The reactants are: [CH2:1]([NH:3][C:4]([NH:6][C:7]1[CH:12]=[CH:11][C:10]([C:13]2[N:14]=[C:15]([N:24]3[CH2:29][CH2:28][O:27][CH2:26][CH2:25]3)[C:16]3[CH2:22][CH2:21][N:20]([CH3:23])[CH2:19][C:17]=3[N:18]=2)=[CH:9][CH:8]=1)=[O:5])[CH3:2].[OH:30][CH:31]1[CH2:36][CH2:35]C(=O)[CH2:33][CH2:32]1.[BH-](OC(C)=O)(OC(C)=O)OC(C)=O.[Na+]. Given the product [CH2:1]([NH:3][C:4]([NH:6][C:7]1[CH:8]=[CH:9][C:10]([C:13]2[N:14]=[C:15]([N:24]3[CH2:29][CH2:28][O:27][CH2:26][CH2:25]3)[C:16]3[CH2:22][CH2:21][N:20]([CH:23]4[CH2:35][CH2:36][CH:31]([OH:30])[CH2:32][CH2:33]4)[CH2:19][C:17]=3[N:18]=2)=[CH:11][CH:12]=1)=[O:5])[CH3:2].[CH2:1]([NH:3][C:4]([NH:6][C:7]1[CH:8]=[CH:9][C:10]([C:13]2[N:14]=[C:15]([N:24]3[CH2:29][CH2:28][O:27][CH2:26][CH2:25]3)[C:16]3[CH2:22][CH2:21][N:20]([CH3:23])[CH2:19][C:17]=3[N:18]=2)=[CH:11][CH:12]=1)=[O:5])[CH3:2], predict the reactants needed to synthesize it.